This data is from Retrosynthesis with 50K atom-mapped reactions and 10 reaction types from USPTO. The task is: Predict the reactants needed to synthesize the given product. Given the product CC(C)(C)OC(=O)NC(C(CO)O[Si](C)(C)C(C)(C)C)[C@H](F)c1ccccc1, predict the reactants needed to synthesize it. The reactants are: CC(C)(C)OC(=O)NC(C(CO[Si](C)(C)C(C)(C)C)O[Si](C)(C)C(C)(C)C)[C@H](F)c1ccccc1.